The task is: Regression. Given a peptide amino acid sequence and an MHC pseudo amino acid sequence, predict their binding affinity value. This is MHC class II binding data.. This data is from Peptide-MHC class II binding affinity with 134,281 pairs from IEDB. (1) The peptide sequence is ETLQAFDSHYDYTI. The MHC is DRB1_0302 with pseudo-sequence DRB1_0302. The binding affinity (normalized) is 0. (2) The peptide sequence is VIDWLVSNQSVRNRQEGLY. The MHC is DRB1_1101 with pseudo-sequence DRB1_1101. The binding affinity (normalized) is 0.289. (3) The binding affinity (normalized) is 0.867. The peptide sequence is AFKVAATAANKAPAN. The MHC is DRB1_1001 with pseudo-sequence DRB1_1001. (4) The peptide sequence is GVWVLAEPTKGKNER. The MHC is DRB5_0101 with pseudo-sequence DRB5_0101. The binding affinity (normalized) is 0.827. (5) The peptide sequence is VILTDGPERVILAGP. The MHC is DRB1_1302 with pseudo-sequence DRB1_1302. The binding affinity (normalized) is 0.708. (6) The peptide sequence is LIDDVIAILPVDELY. The MHC is HLA-DQA10501-DQB10301 with pseudo-sequence HLA-DQA10501-DQB10301. The binding affinity (normalized) is 0.0363. (7) The peptide sequence is DLQMVIAGAKSKFPR. The MHC is HLA-DQA10401-DQB10402 with pseudo-sequence HLA-DQA10401-DQB10402. The binding affinity (normalized) is 0.328. (8) The peptide sequence is SQDLELSWNLNALQAY. The MHC is HLA-DQA10301-DQB10302 with pseudo-sequence HLA-DQA10301-DQB10302. The binding affinity (normalized) is 0.519. (9) The peptide sequence is TILKALGPAATLEEMMTA. The MHC is DRB1_1501 with pseudo-sequence DRB1_1501. The binding affinity (normalized) is 0.393. (10) The peptide sequence is CTSAKGPDYKRPGVS. The MHC is DRB1_0101 with pseudo-sequence DRB1_0101. The binding affinity (normalized) is 0.241.